Task: Predict which catalyst facilitates the given reaction.. Dataset: Catalyst prediction with 721,799 reactions and 888 catalyst types from USPTO (1) Reactant: [Cl:1][C:2]1[CH:7]=[CH:6][C:5]([CH2:8][C@@H:9]([NH:29]C(=O)OC(C)(C)C)[C:10]([N:12]2[CH2:17][CH2:16][N:15]([C:18]3[C:19]4[C@H:26]([CH3:27])[CH2:25][CH2:24][C:20]=4[N:21]=[CH:22][N:23]=3)[C@@H:14]([CH3:28])[CH2:13]2)=[O:11])=[CH:4][C:3]=1[F:37].[ClH:38]. Product: [ClH:1].[ClH:38].[NH2:29][C@H:9]([CH2:8][C:5]1[CH:6]=[CH:7][C:2]([Cl:1])=[C:3]([F:37])[CH:4]=1)[C:10]([N:12]1[CH2:17][CH2:16][N:15]([C:18]2[C:19]3[C@H:26]([CH3:27])[CH2:25][CH2:24][C:20]=3[N:21]=[CH:22][N:23]=2)[C@@H:14]([CH3:28])[CH2:13]1)=[O:11]. The catalyst class is: 2. (2) Reactant: CC(C[AlH]CC(C)C)C.[Br:10][C:11]1[CH:16]=[CH:15][C:14]([C:17]2[O:18][C:19]([CH3:26])=[C:20]([CH2:22][CH2:23][CH:24]=[O:25])[N:21]=2)=[CH:13][CH:12]=1.Cl. Product: [Br:10][C:11]1[CH:12]=[CH:13][C:14]([C:17]2[O:18][C:19]([CH3:26])=[C:20]([CH2:22][CH2:23][CH2:24][OH:25])[N:21]=2)=[CH:15][CH:16]=1. The catalyst class is: 4. (3) Reactant: [F:1][C:2]1[CH:3]=[C:4]([CH:49]=[CH:50][CH:51]=1)[CH2:5][N:6]1[CH:10]=[C:9]([C:11]2[C:19]3[C:14](=[N:15][CH:16]=[C:17]([C:20]4[CH:21]=[CH:22][C:23]([N:26]5[CH2:31][CH2:30][N:29](C(OC(C)(C)C)=O)[CH2:28][CH2:27]5)=[N:24][CH:25]=4)[CH:18]=3)[N:13]([S:39]([C:42]3[CH:48]=[CH:47][C:45]([CH3:46])=[CH:44][CH:43]=3)(=[O:41])=[O:40])[CH:12]=2)[CH:8]=[N:7]1. Product: [F:1][C:2]1[CH:3]=[C:4]([CH:49]=[CH:50][CH:51]=1)[CH2:5][N:6]1[CH:10]=[C:9]([C:11]2[C:19]3[C:14](=[N:15][CH:16]=[C:17]([C:20]4[CH:25]=[N:24][C:23]([N:26]5[CH2:31][CH2:30][NH:29][CH2:28][CH2:27]5)=[CH:22][CH:21]=4)[CH:18]=3)[N:13]([S:39]([C:42]3[CH:48]=[CH:47][C:45]([CH3:46])=[CH:44][CH:43]=3)(=[O:41])=[O:40])[CH:12]=2)[CH:8]=[N:7]1. The catalyst class is: 137. (4) Product: [F:9][C:6]1[N:7]=[CH:8][C:3]([CH2:2][N:10]2[CH2:15][CH2:14][S:13][CH2:12][CH2:11]2)=[CH:4][CH:5]=1. The catalyst class is: 3. Reactant: Br[CH2:2][C:3]1[CH:4]=[CH:5][C:6]([F:9])=[N:7][CH:8]=1.[NH:10]1[CH2:15][CH2:14][S:13][CH2:12][CH2:11]1.C(=O)([O-])[O-].[K+].[K+]. (5) Reactant: CCCC[N+](CCCC)(CCCC)CCCC.[F-].[C:19]([O:23][C:24]([NH:26][C:27]1[C:36]2[C:31](=[CH:32][CH:33]=[CH:34][CH:35]=2)[C:30]([O:37][C:38]2[CH:43]=[CH:42][N:41]=[C:40]([NH:44][C:45]3[CH:46]=[C:47]([CH:51]=[C:52]([C:54]#[C:55][Si](C(C)C)(C(C)C)C(C)C)[CH:53]=3)[C:48]([OH:50])=[O:49])[CH:39]=2)=[CH:29][CH:28]=1)=[O:25])([CH3:22])([CH3:21])[CH3:20].O.Cl. Product: [C:19]([O:23][C:24]([NH:26][C:27]1[C:36]2[C:31](=[CH:32][CH:33]=[CH:34][CH:35]=2)[C:30]([O:37][C:38]2[CH:43]=[CH:42][N:41]=[C:40]([NH:44][C:45]3[CH:46]=[C:47]([CH:51]=[C:52]([C:54]#[CH:55])[CH:53]=3)[C:48]([OH:50])=[O:49])[CH:39]=2)=[CH:29][CH:28]=1)=[O:25])([CH3:22])([CH3:21])[CH3:20]. The catalyst class is: 1.